Dataset: Retrosynthesis with 50K atom-mapped reactions and 10 reaction types from USPTO. Task: Predict the reactants needed to synthesize the given product. (1) Given the product Cc1ccc(-c2csc(C3CC(c4ccc(C(F)(F)F)cc4)CN(C(=O)N4CCOCC4)C3)n2)c(C)n1, predict the reactants needed to synthesize it. The reactants are: Cc1ccc(C(=O)CBr)c(C)n1.NC(=S)C1CC(c2ccc(C(F)(F)F)cc2)CN(C(=O)N2CCOCC2)C1. (2) The reactants are: CCCCCCSC(F)=CCO.CN(C)C(=O)Cl. Given the product CCCCCCSC(F)=CCOC(=O)N(C)C, predict the reactants needed to synthesize it. (3) Given the product CN1c2ccccc2C(c2ccccc2)=NCC1C[C@](C)(NC(=O)OC1C2CC3CC(C2)CC1C3)C(=O)O, predict the reactants needed to synthesize it. The reactants are: COC(=O)[C@](C)(CC1CN=C(c2ccccc2)c2ccccc2N1C)NC(=O)OC1C2CC3CC(C2)CC1C3.